From a dataset of Reaction yield outcomes from USPTO patents with 853,638 reactions. Predict the reaction yield, written as a fraction of the theoretical maximum amount of product (1.0 means a 100% yield; for example, 0.34 means a 34% yield). The reactants are [NH2:1][C:2]1[CH:7]=[CH:6][C:5]([Br:8])=[CH:4][C:3]=1[C:9](=[O:11])[CH3:10].[BH4-].[Na+]. The catalyst is CO. The product is [NH2:1][C:2]1[CH:7]=[CH:6][C:5]([Br:8])=[CH:4][C:3]=1[CH:9]([OH:11])[CH3:10]. The yield is 0.860.